From a dataset of Reaction yield outcomes from USPTO patents with 853,638 reactions. Predict the reaction yield, written as a fraction of the theoretical maximum amount of product (1.0 means a 100% yield; for example, 0.34 means a 34% yield). (1) The reactants are [CH2:1]([O:3][C:4](=[O:17])[C:5](=O)[CH2:6][C:7]([C:9]1[CH:10]=[N:11][C:12]([CH3:15])=[CH:13][CH:14]=1)=O)[CH3:2].[NH:18]([C:20]1[CH:21]=[CH:22][C:23]([O:26][CH3:27])=[N:24][CH:25]=1)[NH2:19].C(O)(=O)C.C(=O)([O-])O.[Na+]. The catalyst is C(O)C.C(Cl)(Cl)Cl. The product is [CH2:1]([O:3][C:4]([C:5]1[CH:6]=[C:7]([C:9]2[CH:10]=[N:11][C:12]([CH3:15])=[CH:13][CH:14]=2)[N:18]([C:20]2[CH:25]=[N:24][C:23]([O:26][CH3:27])=[CH:22][CH:21]=2)[N:19]=1)=[O:17])[CH3:2]. The yield is 0.640. (2) The reactants are [CH3:1][C:2]1([CH3:35])[C:14]2[NH:13][C:12]3[CH:11]=[C:10]([C:15]([NH2:17])=O)[CH:9]=[CH:8][C:7]=3[C:6]=2[C:5](=[O:18])[C:4]2[CH:19]=[N:20][C:21]([N:23]3[CH2:28][CH2:27][CH:26]([N:29]4[CH2:34][CH2:33][O:32][CH2:31][CH2:30]4)[CH2:25][CH2:24]3)=[CH:22][C:3]1=2.S(Cl)(Cl)=O. The catalyst is CN(C=O)C.O. The product is [CH3:1][C:2]1([CH3:35])[C:14]2[NH:13][C:12]3[CH:11]=[C:10]([C:15]#[N:17])[CH:9]=[CH:8][C:7]=3[C:6]=2[C:5](=[O:18])[C:4]2[CH:19]=[N:20][C:21]([N:23]3[CH2:24][CH2:25][CH:26]([N:29]4[CH2:30][CH2:31][O:32][CH2:33][CH2:34]4)[CH2:27][CH2:28]3)=[CH:22][C:3]1=2. The yield is 0.490. (3) The reactants are [C:1]([O:5][C:6]([N:8]1[CH2:17][CH2:16][C:15]2[C:14]([C:18]([OH:20])=O)=[CH:13][CH:12]=[CH:11][C:10]=2[CH2:9]1)=[O:7])([CH3:4])([CH3:3])[CH3:2].C(Cl)CCl.C1C=C2N=NN(O)C2=CC=1.O.[Cl:36][C:37]1[CH:38]=[C:39]([CH:44]=[CH:45][C:46]=1[O:47][CH:48]([CH3:50])[CH3:49])/[C:40](=[N:42]/O)/[NH2:41]. The catalyst is CN(C=O)C. The product is [Cl:36][C:37]1[CH:38]=[C:39]([C:40]2[N:42]=[C:18]([C:14]3[CH:13]=[CH:12][CH:11]=[C:10]4[C:15]=3[CH2:16][CH2:17][N:8]([C:6]([O:5][C:1]([CH3:4])([CH3:2])[CH3:3])=[O:7])[CH2:9]4)[O:20][N:41]=2)[CH:44]=[CH:45][C:46]=1[O:47][CH:48]([CH3:50])[CH3:49]. The yield is 0.690. (4) The reactants are [Cl:1][C:2]1[CH:7]=[CH:6][CH:5]=[CH:4][C:3]=1/[CH:8]=[CH:9]/[CH3:10].CC[C@H]1[C@H]2C[C@H]([C@H](OC3C4C(=CC=CC=4)C(O[C@H](C4C=CN=C5C=4C=C(OC)C=C5)[C@@H]4N5C[C@H](CC)[C@@H](CC5)C4)=NN=3)C3C=CN=C4C=3C=C([O:32]C)C=C4)N(CC2)C1.CS(N)(=O)=O.CC(O)(C)C.[OH2:79]. No catalyst specified. The product is [Cl:1][C:2]1[CH:7]=[CH:6][CH:5]=[CH:4][C:3]=1[C@@H:8]([OH:32])[C@H:9]([OH:79])[CH3:10]. The yield is 0.900. (5) The reactants are [H-].[Na+].[CH2:3]([O:6][CH2:7][CH:8]([OH:11])[CH2:9][OH:10])[CH:4]=[CH2:5].Br[CH2:13][CH2:14][CH2:15][CH2:16][CH2:17][CH2:18][CH2:19][CH2:20][CH2:21][CH2:22][CH2:23][CH2:24][CH2:25][CH3:26]. The catalyst is C1C=CC=CC=1.[O-][Mo]([O-])(=O)=O. The product is [CH2:3]([O:6][CH2:7][CH:8]([O:11][CH2:13][CH2:14][CH2:15][CH2:16][CH2:17][CH2:18][CH2:19][CH2:20][CH2:21][CH2:22][CH2:23][CH2:24][CH2:25][CH3:26])[CH2:9][O:10][CH2:15][CH:14]=[CH2:13])[CH2:4][CH2:5][CH2:26][CH2:25][CH2:24][CH2:23][CH2:22][CH2:21][CH2:20][CH2:19][CH2:18][CH2:17][CH3:16]. The yield is 0.573. (6) The reactants are [CH3:13][C:12]([O:11][C:9](O[C:9]([O:11][C:12]([CH3:15])([CH3:14])[CH3:13])=[O:10])=[O:10])([CH3:15])[CH3:14].[C:16]([CH2:18][CH2:19][NH:20][CH2:21][C:22]([CH3:28])([CH3:27])[C:23]([O:25][CH3:26])=[O:24])#[N:17]. The catalyst is C1COCC1. The product is [C:12]([O:11][C:9]([N:20]([CH2:19][CH2:18][C:16]#[N:17])[CH2:21][C:22]([CH3:28])([CH3:27])[C:23]([O:25][CH3:26])=[O:24])=[O:10])([CH3:13])([CH3:14])[CH3:15]. The yield is 0.800. (7) The product is [Cl:8][C:7]1[C:2]([N:13]2[CH2:14][CH2:15][N:10]([CH3:9])[CH2:11][CH2:12]2)=[N:3][CH:4]=[CH:5][N:6]=1. The catalyst is C(#N)C. The yield is 0.750. The reactants are Cl[C:2]1[C:7]([Cl:8])=[N:6][CH:5]=[CH:4][N:3]=1.[CH3:9][N:10]1[CH2:15][CH2:14][NH:13][CH2:12][CH2:11]1. (8) The reactants are [OH:1][C:2]1[CH:10]=[CH:9][C:8]([C:11]2[S:12][CH:13]=[CH:14][CH:15]=2)=[CH:7][C:3]=1[C:4]([OH:6])=O.[CH2:16]([O:18][C:19]([C:21]1[S:25][C:24]([NH2:26])=[N:23][C:22]=1[C:27]1[CH:32]=[CH:31][CH:30]=[CH:29][CH:28]=1)=[O:20])[CH3:17]. No catalyst specified. The product is [CH2:16]([O:18][C:19]([C:21]1[S:25][C:24]([NH:26][C:4](=[O:6])[C:3]2[CH:7]=[C:8]([C:11]3[S:12][CH:13]=[CH:14][CH:15]=3)[CH:9]=[CH:10][C:2]=2[OH:1])=[N:23][C:22]=1[C:27]1[CH:32]=[CH:31][CH:30]=[CH:29][CH:28]=1)=[O:20])[CH3:17]. The yield is 0.582.